Dataset: Reaction yield outcomes from USPTO patents with 853,638 reactions. Task: Predict the reaction yield, written as a fraction of the theoretical maximum amount of product (1.0 means a 100% yield; for example, 0.34 means a 34% yield). The yield is 0.730. The reactants are [CH3:1][O:2][C:3]1[CH:12]=[C:11]2[C:6]([CH:7]=[CH:8][CH:9]=[N:10]2)=[CH:5][CH:4]=1. The catalyst is CO.O=[Pt]=O. The product is [CH3:1][O:2][C:3]1[CH:12]=[C:11]2[C:6]([CH2:7][CH2:8][CH2:9][NH:10]2)=[CH:5][CH:4]=1.